This data is from Catalyst prediction with 721,799 reactions and 888 catalyst types from USPTO. The task is: Predict which catalyst facilitates the given reaction. Reactant: [F:1][C:2]1[CH:3]=[C:4]2[C:9](=[C:10]([O:12][Si](C(C)C)(C(C)C)C(C)C)[CH:11]=1)[N:8]=[C:7]([CH:23]=[CH:24]OC)[CH:6]=[CH:5]2.BrN1C(=O)CCC1=O.[CH3:35][O:36][CH2:37][CH2:38][O:39][C:40]1[CH:45]=[CH:44][N:43]=[C:42]([NH2:46])[CH:41]=1.C(Cl)(Cl)Cl. Product: [F:1][C:2]1[CH:3]=[C:4]2[C:9](=[C:10]([OH:12])[CH:11]=1)[N:8]=[C:7]([C:23]1[N:43]3[CH:44]=[CH:45][C:40]([O:39][CH2:38][CH2:37][O:36][CH3:35])=[CH:41][C:42]3=[N:46][CH:24]=1)[CH:6]=[CH:5]2. The catalyst class is: 299.